From a dataset of Peptide-MHC class I binding affinity with 185,985 pairs from IEDB/IMGT. Regression. Given a peptide amino acid sequence and an MHC pseudo amino acid sequence, predict their binding affinity value. This is MHC class I binding data. The peptide sequence is LQSLENVAY. The MHC is HLA-A31:01 with pseudo-sequence HLA-A31:01. The binding affinity (normalized) is 0.0847.